This data is from Full USPTO retrosynthesis dataset with 1.9M reactions from patents (1976-2016). The task is: Predict the reactants needed to synthesize the given product. Given the product [Br:1][C:2]1[C:10]2[C:5](=[N:6][CH:7]=[CH:8][C:9]=2[NH:78][S:75]([C:71]2[CH:72]=[CH:73][CH:74]=[C:69]([Cl:68])[CH:70]=2)(=[O:77])=[O:76])[N:4]([CH2:12][O:13][CH2:14][CH2:15][Si:16]([CH3:19])([CH3:18])[CH3:17])[CH:3]=1, predict the reactants needed to synthesize it. The reactants are: [Br:1][C:2]1[C:10]2[C:5](=[N:6][CH:7]=[CH:8][C:9]=2Br)[N:4]([CH2:12][O:13][CH2:14][CH2:15][Si:16]([CH3:19])([CH3:18])[CH3:17])[CH:3]=1.CC1(C)C2C(=C(P(C3C=CC=CC=3)C3C=CC=CC=3)C=CC=2)OC2C(P(C3C=CC=CC=3)C3C=CC=CC=3)=CC=CC1=2.C(=O)([O-])[O-].[Cs+].[Cs+].[Cl:68][C:69]1[CH:70]=[C:71]([S:75]([NH2:78])(=[O:77])=[O:76])[CH:72]=[CH:73][CH:74]=1.